This data is from Reaction yield outcomes from USPTO patents with 853,638 reactions. The task is: Predict the reaction yield, written as a fraction of the theoretical maximum amount of product (1.0 means a 100% yield; for example, 0.34 means a 34% yield). (1) The reactants are [CH2:1]([OH:4])[CH2:2][OH:3].[H-].[Na+].[CH3:7][O:8][C:9]1[CH:10]=[C:11]([CH:14]=[CH:15][CH:16]=1)[CH2:12]Cl.O. The catalyst is C1COCC1.[N+](CCCC)(CCCC)(CCCC)CCCC.[I-].CCOC(C)=O. The product is [CH3:7][O:8][C:9]1[CH:10]=[C:11]([CH2:12][O:3][CH2:2][CH2:1][OH:4])[CH:14]=[CH:15][CH:16]=1. The yield is 0.420. (2) The reactants are [CH3:1][O:2][C:3]([C:5]1[C:13]2[C:8](=[CH:9][C:10]([Cl:14])=[CH:11][CH:12]=2)[NH:7][C:6]=1[CH3:15])=[O:4].Br[CH:17]([CH3:19])[CH3:18].C(=O)([O-])[O-].[K+].[K+].CN(C=O)C. The catalyst is O. The product is [CH3:1][O:2][C:3]([C:5]1[C:13]2[C:8](=[CH:9][C:10]([Cl:14])=[CH:11][CH:12]=2)[N:7]([CH:17]([CH3:19])[CH3:18])[C:6]=1[CH3:15])=[O:4]. The yield is 0.610. (3) The reactants are [N+:1]([C:4]1[CH:13]=[CH:12][C:7]([C:8]([O:10][CH3:11])=[O:9])=[C:6]([CH:14]=[CH2:15])[CH:5]=1)([O-])=O. The catalyst is CO. The product is [NH2:1][C:4]1[CH:13]=[CH:12][C:7]([C:8]([O:10][CH3:11])=[O:9])=[C:6]([CH2:14][CH3:15])[CH:5]=1. The yield is 0.240. (4) The reactants are [CH2:1]([N:8]([CH2:18][CH:19]([NH2:38])[CH2:20][N:21]([CH2:31][C:32]1[CH:37]=[CH:36][CH:35]=[CH:34][CH:33]=1)[C:22]([O:24][CH2:25][C:26]1[S:30][CH:29]=[N:28][CH:27]=1)=[O:23])[C:9](=[O:17])[O:10][CH2:11][C:12]1[S:16][CH:15]=[N:14][CH:13]=1)[C:2]1[CH:7]=[CH:6][CH:5]=[CH:4][CH:3]=1.C(N(C(C)C)CC)(C)C.[C:48](Cl)(=[O:52])[CH:49]([CH3:51])[CH3:50]. No catalyst specified. The product is [CH2:31]([N:21]([CH2:20][CH:19]([NH:38][C:48](=[O:52])[CH:49]([CH3:51])[CH3:50])[CH2:18][N:8]([CH2:1][C:2]1[CH:3]=[CH:4][CH:5]=[CH:6][CH:7]=1)[C:9]([O:10][CH2:11][C:12]1[S:16][CH:15]=[N:14][CH:13]=1)=[O:17])[C:22](=[O:23])[O:24][CH2:25][C:26]1[S:30][CH:29]=[N:28][CH:27]=1)[C:32]1[CH:33]=[CH:34][CH:35]=[CH:36][CH:37]=1. The yield is 0.270. (5) The reactants are I[C:2]1[C:10]2[C:5](=[N:6][CH:7]=[N:8][C:9]=2[NH2:11])[N:4]([C@H:12]2[CH2:17][CH2:16][C@@H:15]([N:18]3[CH2:23][CH2:22][N:21]([CH3:24])[CH2:20][CH2:19]3)[CH2:14][CH2:13]2)[N:3]=1.[NH:25]([C:32]([C:34]1[CH:39]=[CH:38][C:37](B(O)O)=[CH:36][C:35]=1[O:43][CH3:44])=[O:33])[C:26]1[CH:31]=[CH:30][CH:29]=[CH:28][CH:27]=1.C(=O)([O-])[O-].[Na+].[Na+].COCCOC. The catalyst is O. The product is [C:26]1([NH:25][C:32](=[O:33])[C:34]2[CH:39]=[CH:38][C:37]([C:2]3[C:10]4[C:5](=[N:6][CH:7]=[N:8][C:9]=4[NH2:11])[N:4]([C@H:12]4[CH2:17][CH2:16][C@@H:15]([N:18]5[CH2:23][CH2:22][N:21]([CH3:24])[CH2:20][CH2:19]5)[CH2:14][CH2:13]4)[N:3]=3)=[CH:36][C:35]=2[O:43][CH3:44])[CH:31]=[CH:30][CH:29]=[CH:28][CH:27]=1. The yield is 0.690. (6) The reactants are [CH3:1][N:2]1[C:6](C2C=NC3C4C=C(CC([O-])=O)C=CC=4NC=3C=2)=[C:5]([CH3:24])[N:4]=[N:3]1.Br[C:26]1[CH:38]=[N:37][C:36]2[C:35]3[C:34]([O:39][CH3:40])=[CH:33][C:32]([C:41]([O:43][CH3:44])=[O:42])=[CH:31][C:30]=3[NH:29][C:28]=2[CH:27]=1.CN1C([Sn](CCCC)(CCCC)CCCC)=C(C)N=N1. No catalyst specified. The product is [CH3:1][N:2]1[C:6]([C:26]2[CH:38]=[N:37][C:36]3[C:35]4[C:34]([O:39][CH3:40])=[CH:33][C:32]([C:41]([O:43][CH3:44])=[O:42])=[CH:31][C:30]=4[NH:29][C:28]=3[CH:27]=2)=[C:5]([CH3:24])[N:4]=[N:3]1. The yield is 0.610. (7) No catalyst specified. The yield is 0.280. The reactants are [OH:1][C:2]1[CH:3]=[C:4]([C:8]2([C:25]3[CH:30]=[CH:29][N:28]=[C:27]([C:31]([F:34])([F:33])[F:32])[CH:26]=3)[C:16]3[C:11](=[N:12][CH:13]=[CH:14][CH:15]=3)[C:10]([NH:17]C(=O)OC(C)(C)C)=[N:9]2)[CH:5]=[CH:6][CH:7]=1.[F:35][CH2:36][CH2:37][CH2:38]O. The product is [F:35][CH2:36][CH2:37][CH2:38][O:1][C:2]1[CH:3]=[C:4]([C:8]2([C:25]3[CH:30]=[CH:29][N:28]=[C:27]([C:31]([F:34])([F:33])[F:32])[CH:26]=3)[C:16]3[C:11](=[N:12][CH:13]=[CH:14][CH:15]=3)[C:10]([NH2:17])=[N:9]2)[CH:5]=[CH:6][CH:7]=1. (8) The reactants are [F-].C([N+](CCCC)(CCCC)CCCC)CCC.[C:19]([O:23][C:24]([N:26]1[CH2:30][CH2:29][C:28]([CH2:52][C:53]2[CH:58]=[CH:57][CH:56]=[CH:55][CH:54]=2)([C:31]([C:33]2[CH:34]=[C:35]3[C:39](=[CH:40][CH:41]=2)[N:38]([Si](C(C)C)(C(C)C)C(C)C)[CH:37]=[CH:36]3)=[O:32])[CH2:27]1)=[O:25])([CH3:22])([CH3:21])[CH3:20]. The catalyst is C1COCC1. The product is [C:19]([O:23][C:24]([N:26]1[CH2:30][CH2:29][C:28]([CH2:52][C:53]2[CH:54]=[CH:55][CH:56]=[CH:57][CH:58]=2)([C:31]([C:33]2[CH:34]=[C:35]3[C:39](=[CH:40][CH:41]=2)[NH:38][CH:37]=[CH:36]3)=[O:32])[CH2:27]1)=[O:25])([CH3:22])([CH3:20])[CH3:21]. The yield is 0.930. (9) The reactants are [Br:1][C:2]1[C:3](Cl)=[C:4]([N+:9]([O-:11])=[O:10])[C:5]([Cl:8])=[N:6][CH:7]=1.[NH3:13]. The catalyst is O1CCOCC1. The product is [Br:1][C:2]1[C:3]([NH2:13])=[C:4]([N+:9]([O-:11])=[O:10])[C:5]([Cl:8])=[N:6][CH:7]=1. The yield is 0.460.